This data is from Tyrosyl-DNA phosphodiesterase HTS with 341,365 compounds. The task is: Binary Classification. Given a drug SMILES string, predict its activity (active/inactive) in a high-throughput screening assay against a specified biological target. (1) The result is 0 (inactive). The drug is n1(c(nc2c1cccc2)C1CCCCC1)C. (2) The compound is s1c(C=2OC(=O)C(/N2)=C/c2c3c([nH]c2C)cccc3)ccc1C. The result is 0 (inactive). (3) The molecule is O=C(NCCCn1ccnc1)C(/NC(=O)c1ccc(cc1)C)=C/c1ccccc1. The result is 0 (inactive). (4) The drug is S1C(CC(=O)N(c2c1cccc2)C)c1ccc(OC)cc1. The result is 0 (inactive). (5) The drug is OCC\C(=C/c1ccccc1)C(=O)N\N=C\c1ccc(OC)cc1. The result is 0 (inactive).